Dataset: Forward reaction prediction with 1.9M reactions from USPTO patents (1976-2016). Task: Predict the product of the given reaction. (1) Given the reactants [OH:1][CH2:2][CH:3]([CH2:6][OH:7])[CH2:4][OH:5].[CH:8](OC)(OC)[O:9][CH3:10].O.C1(C)C=CC(S(O)(=O)=O)=CC=1, predict the reaction product. The product is: [CH3:8][O:9][CH:10]1[O:5][CH2:4][CH:3]([CH2:6][OH:7])[CH2:2][O:1]1. (2) Given the reactants [C:1]([O:5][C:6]([N:8]1[CH2:13][CH2:12][CH2:11][C@@H:10]([OH:14])[CH2:9]1)=[O:7])([CH3:4])([CH3:3])[CH3:2].Cl[CH2:16][C:17]1[S:21][C:20]([C:22]2[CH:27]=[CH:26][C:25]([Cl:28])=[CH:24][CH:23]=2)=[N:19][C:18]=1[CH3:29], predict the reaction product. The product is: [C:1]([O:5][C:6]([N:8]1[CH2:13][CH2:12][CH2:11][C@@H:10]([O:14][CH2:16][C:17]2[S:21][C:20]([C:22]3[CH:27]=[CH:26][C:25]([Cl:28])=[CH:24][CH:23]=3)=[N:19][C:18]=2[CH3:29])[CH2:9]1)=[O:7])([CH3:4])([CH3:2])[CH3:3]. (3) Given the reactants [CH:1]1([C:4]2[CH:9]=[CH:8][CH:7]=[CH:6][CH:5]=2)[CH2:3][CH2:2]1.[C:10](Cl)(=[O:13])[CH2:11][CH3:12].[Al+3].[Cl-].[Cl-].[Cl-], predict the reaction product. The product is: [CH:1]1([C:4]2[CH:9]=[CH:8][C:7]([C:10](=[O:13])[CH2:11][CH3:12])=[CH:6][CH:5]=2)[CH2:3][CH2:2]1. (4) The product is: [CH3:18][O:17][C:15]([C:12]1([C:32]#[C:31][Cl:30])[CH2:13][CH2:14][O:9][CH2:10][CH2:11]1)=[O:16]. Given the reactants C([N-]C(C)C)(C)C.[Li+].[O:9]1[CH2:14][CH2:13][CH:12]([C:15]([O:17][CH3:18])=[O:16])[CH2:11][CH2:10]1.CN(C)P(N(C)C)(N(C)C)=O.[Cl:30][C:31]#[C:32]Cl, predict the reaction product. (5) Given the reactants [N:1]1[C:10]2[C:5](=[CH:6][N:7]=[CH:8][CH:9]=2)[CH:4]=[CH:3][C:2]=1[C:11]([OH:13])=O.[CH:14]1([NH2:18])[CH2:17][CH2:16][CH2:15]1.F[P-](F)(F)(F)(F)F.N1(O[P+](N(C)C)(N(C)C)N(C)C)C2C=CC=CC=2N=N1, predict the reaction product. The product is: [CH:14]1([NH:18][C:11]([C:2]2[CH:3]=[CH:4][C:5]3[C:10](=[CH:9][CH:8]=[N:7][CH:6]=3)[N:1]=2)=[O:13])[CH2:17][CH2:16][CH2:15]1. (6) The product is: [CH:19]1([C:16]2[CH:15]=[C:14]([CH:9]3[CH2:11][CH2:12][CH2:13][N:8]3[C:5](=[NH:4])[NH2:6])[O:18][N:17]=2)[CH2:24][CH2:23]1. Given the reactants ClC1C(NC2C=C(C)NN=2)=[N:4][C:5]([N:8]2[CH2:13][CH2:12][CH2:11]C[CH:9]2[C:14]2[O:18][N:17]=[C:16]([C:19]3[CH:24]=[CH:23]C=CN=3)[CH:15]=2)=[N:6]C=1, predict the reaction product. (7) The product is: [CH2:15]([O:14][C:9](=[O:13])[C:10]([CH3:12])([CH3:11])[CH2:22][C:21]1[CH:24]=[CH:25][CH:26]=[C:19]([O:18][CH3:17])[CH:20]=1)[CH3:16]. Given the reactants C([N-]C(C)C)(C)C.[Li+].[C:9]([O:14][CH2:15][CH3:16])(=[O:13])[CH:10]([CH3:12])[CH3:11].[CH3:17][O:18][C:19]1[CH:20]=[C:21]([CH:24]=[CH:25][CH:26]=1)[CH2:22]Cl, predict the reaction product.